Dataset: Reaction yield outcomes from USPTO patents with 853,638 reactions. Task: Predict the reaction yield, written as a fraction of the theoretical maximum amount of product (1.0 means a 100% yield; for example, 0.34 means a 34% yield). (1) The reactants are Br[C:2]1[CH:3]=[CH:4][C:5]2[N:6]([C:15]3[CH:20]=[CH:19][CH:18]=[CH:17][CH:16]=3)[C:7]3[C:12]([C:13]=2[CH:14]=1)=[CH:11][CH:10]=[CH:9][CH:8]=3.C([Li])CCC.[B:26](OC)([O:29]C)[O:27]C.Cl. The catalyst is CCCCCC.O1CCCC1. The product is [C:7]1([N:6]2[C:5]3[CH:13]=[CH:14][C:2]([B:26]([OH:29])[OH:27])=[CH:3][C:4]=3[C:20]3[C:15]2=[CH:16][CH:17]=[CH:18][CH:19]=3)[CH:12]=[CH:11][CH:10]=[CH:9][CH:8]=1. The yield is 0.860. (2) The catalyst is N1C=CC=CC=1. The product is [O:16]=[C:12]1[NH:11][C:10]2[C:17]3[CH2:18][CH2:19][CH2:20][CH2:21][C:22]=3[CH:23]=[CH:24][C:9]=2[N:8]([C:5]2[CH:4]=[CH:3][C:2]([NH:1][S:33]([C:29]3[CH:30]=[CH:31][CH:32]=[C:27]([O:26][CH3:25])[CH:28]=3)(=[O:35])=[O:34])=[CH:7][CH:6]=2)[C:14](=[O:15])[CH2:13]1. The reactants are [NH2:1][C:2]1[CH:7]=[CH:6][C:5]([N:8]2[C:14](=[O:15])[CH2:13][C:12](=[O:16])[NH:11][C:10]3[C:17]4[CH2:18][CH2:19][CH2:20][CH2:21][C:22]=4[CH:23]=[CH:24][C:9]2=3)=[CH:4][CH:3]=1.[CH3:25][O:26][C:27]1[CH:28]=[C:29]([S:33](Cl)(=[O:35])=[O:34])[CH:30]=[CH:31][CH:32]=1. The yield is 0.480. (3) The reactants are S(O)(O)(=O)=O.[C:6](=[NH:10])([O:8][CH3:9])[NH2:7].C[O-].[Na+].[C:14]([C:16]1[CH:21]=[CH:20][CH:19]=[CH:18][C:17]=1[C:22]1[CH:27]=[CH:26][C:25]([CH2:28][CH:29]([C:35](=O)[CH2:36][CH2:37][CH3:38])[C:30](OCC)=[O:31])=[CH:24][CH:23]=1)#[N:15]. The catalyst is CO. The product is [CH3:9][O:8][C:6]1[NH:7][C:30](=[O:31])[C:29]([CH2:28][C:25]2[CH:26]=[CH:27][C:22]([C:17]3[C:16]([C:14]#[N:15])=[CH:21][CH:20]=[CH:19][CH:18]=3)=[CH:23][CH:24]=2)=[C:35]([CH2:36][CH2:37][CH3:38])[N:10]=1. The yield is 0.160. (4) The reactants are C(O)(=O)C(O)=O.[CH2:7]1[C:10]2([CH2:13][NH:12][CH2:11]2)[CH2:9][O:8]1.[CH2:7]1[C:10]2([CH2:13][NH:12][CH2:11]2)[CH2:9][O:8]1.[OH:21][C:22]1[CH:29]=[CH:28][C:25]([CH:26]=O)=[CH:24][CH:23]=1.C(O[BH-](OC(=O)C)OC(=O)C)(=O)C.[Na+]. The catalyst is ClCCl. The product is [CH2:7]1[C:10]2([CH2:13][N:12]([CH2:26][C:25]3[CH:28]=[CH:29][C:22]([OH:21])=[CH:23][CH:24]=3)[CH2:11]2)[CH2:9][O:8]1. The yield is 0.770. (5) The reactants are Br[C:2]1[C:14]2[C:13]3[C:8](=[CH:9][C:10]([C:15]([OH:18])([CH3:17])[CH3:16])=[CH:11][CH:12]=3)[NH:7][C:6]=2[C:5]([C:19]([NH2:21])=[O:20])=[CH:4][C:3]=1[Cl:22].[Cl:23][C:24]1[C:29](B2OC(C)(C)C(C)(C)O2)=[CH:28][CH:27]=[CH:26][C:25]=1[N:39]1[C:48](=[O:49])[C:47]2[C:42](=[C:43]([F:50])[CH:44]=[CH:45][CH:46]=2)[N:41]([CH3:51])[C:40]1=[O:52].CCO.C([O-])([O-])=O.[Na+].[Na+]. The catalyst is C1C=CC([P]([Pd]([P](C2C=CC=CC=2)(C2C=CC=CC=2)C2C=CC=CC=2)([P](C2C=CC=CC=2)(C2C=CC=CC=2)C2C=CC=CC=2)[P](C2C=CC=CC=2)(C2C=CC=CC=2)C2C=CC=CC=2)(C2C=CC=CC=2)C2C=CC=CC=2)=CC=1.C1(C)C=CC=CC=1. The product is [Cl:22][C:3]1[CH:4]=[C:5]([C:19]([NH2:21])=[O:20])[C:6]2[NH:7][C:8]3[C:13]([C:14]=2[C:2]=1[C:29]1[CH:28]=[CH:27][CH:26]=[C:25]([N:39]2[C:48](=[O:49])[C:47]4[C:42](=[C:43]([F:50])[CH:44]=[CH:45][CH:46]=4)[N:41]([CH3:51])[C:40]2=[O:52])[C:24]=1[Cl:23])=[CH:12][CH:11]=[C:10]([C:15]([OH:18])([CH3:17])[CH3:16])[CH:9]=3. The yield is 0.110.